Dataset: Forward reaction prediction with 1.9M reactions from USPTO patents (1976-2016). Task: Predict the product of the given reaction. (1) Given the reactants [N:1]1[CH:2]=[CH:3][N:4]2[C:9]=1[CH:8]=[C:7]([C:10]1[CH:15]=[CH:14][N:13]([CH2:16][CH2:17][CH2:18][N:19]3[CH2:24][CH2:23][CH2:22][CH2:21][CH2:20]3)[C:12](=[O:25])[CH:11]=1)[CH:6]=[N:5]2.[Br:26]N1C(=O)CCC1=O, predict the reaction product. The product is: [Br:26][C:3]1[N:4]2[N:5]=[CH:6][C:7]([C:10]3[CH:15]=[CH:14][N:13]([CH2:16][CH2:17][CH2:18][N:19]4[CH2:20][CH2:21][CH2:22][CH2:23][CH2:24]4)[C:12](=[O:25])[CH:11]=3)=[CH:8][C:9]2=[N:1][CH:2]=1. (2) Given the reactants C1(P(C2C=CC=CC=2)C2C=CC=CC=2)C=CC=CC=1.[C:20]([Br:24])(Br)(Br)Br.[C:25]([O:28][C@@H:29]1[C@@H:34]([O:35][C:36](=[O:38])[CH3:37])[C@H:33]([O:39][C:40](=[O:42])[CH3:41])[C@@H:32]([CH2:43][O:44][C:45](=[O:47])[CH3:46])[O:31][C@H:30]1[C:48]1[CH:53]=[CH:52][CH:51]=[C:50](CO)[CH:49]=1)(=[O:27])[CH3:26].C(=O)(O)[O-].[Na+], predict the reaction product. The product is: [C:25]([O:28][C@@H:29]1[C@@H:34]([O:35][C:36](=[O:38])[CH3:37])[C@H:33]([O:39][C:40](=[O:42])[CH3:41])[C@@H:32]([CH2:43][O:44][C:45](=[O:47])[CH3:46])[O:31][C@H:30]1[C:48]1[CH:53]=[CH:52][CH:51]=[C:50]([CH2:20][Br:24])[CH:49]=1)(=[O:27])[CH3:26]. (3) Given the reactants [OH-].[K+].C[O:4][C:5](=[O:25])[C:6]1[C:11]([C:12]([F:15])([F:14])[F:13])=[CH:10][C:9]([NH:16][C:17]2[CH:22]=[CH:21][C:20]([Cl:23])=[CH:19][C:18]=2[Cl:24])=[N:8][CH:7]=1.C(N(C(C)C)CC)(C)C, predict the reaction product. The product is: [Cl:24][C:18]1[CH:19]=[C:20]([Cl:23])[CH:21]=[CH:22][C:17]=1[NH:16][C:9]1[CH:10]=[C:11]([C:12]([F:15])([F:13])[F:14])[C:6]([C:5]([OH:25])=[O:4])=[CH:7][N:8]=1.